Task: Predict the reaction yield, written as a fraction of the theoretical maximum amount of product (1.0 means a 100% yield; for example, 0.34 means a 34% yield).. Dataset: Reaction yield outcomes from USPTO patents with 853,638 reactions (1) The reactants are [NH2:1][C:2]1[S:3][CH:4]=[C:5]([C:7]2[CH:8]=[C:9]3[C:13](=[CH:14][CH:15]=2)[N:12]([C:16]([O:18][C:19]([CH3:22])([CH3:21])[CH3:20])=[O:17])[CH2:11][CH2:10]3)[N:6]=1.C(N(CC)C(C)C)(C)C.[CH3:32][O:33][C:34]1[CH:35]=[C:36]([CH:40]=[C:41]([O:43][CH3:44])[CH:42]=1)[C:37](Cl)=[O:38]. The catalyst is CN(C1C=CN=CC=1)C.ClCCl.C(=O)(O)[O-].[Na+]. The product is [CH3:44][O:43][C:41]1[CH:40]=[C:36]([CH:35]=[C:34]([O:33][CH3:32])[CH:42]=1)[C:37]([NH:1][C:2]1[S:3][CH:4]=[C:5]([C:7]2[CH:8]=[C:9]3[C:13](=[CH:14][CH:15]=2)[N:12]([C:16]([O:18][C:19]([CH3:22])([CH3:21])[CH3:20])=[O:17])[CH2:11][CH2:10]3)[N:6]=1)=[O:38]. The yield is 0.670. (2) The reactants are C[O:2][C:3]([C:5]1([CH2:17][O:18][CH2:19][CH3:20])[CH2:9][CH2:8][CH2:7][N:6]1[C:10]([O:12][C:13]([CH3:16])([CH3:15])[CH3:14])=[O:11])=O.CC(C[AlH]CC(C)C)C. The catalyst is C1COCC1. The product is [C:13]([O:12][C:10]([N:6]1[CH2:7][CH2:8][CH2:9][C:5]1([CH2:17][O:18][CH2:19][CH3:20])[CH:3]=[O:2])=[O:11])([CH3:16])([CH3:15])[CH3:14]. The yield is 0.590.